From a dataset of Reaction yield outcomes from USPTO patents with 853,638 reactions. Predict the reaction yield, written as a fraction of the theoretical maximum amount of product (1.0 means a 100% yield; for example, 0.34 means a 34% yield). (1) The reactants are [NH2:1][C:2]1[CH:7]=[CH:6][C:5]([C:8]2[C:9]([NH2:17])=[N:10][C:11]([NH2:16])=[N:12][C:13]=2[CH2:14][CH3:15])=[CH:4][CH:3]=1.[N:18]([O-])=O.[Na+].O.O.Cl[Sn]Cl. The catalyst is Cl.O. The product is [CH2:14]([C:13]1[N:12]=[C:11]([NH2:16])[N:10]=[C:9]([NH2:17])[C:8]=1[C:5]1[CH:4]=[CH:3][C:2]([NH:1][NH2:18])=[CH:7][CH:6]=1)[CH3:15]. The yield is 0.620. (2) The reactants are [CH:1]1[CH:2]=[CH:3][C:4]2[N:11]=[CH:10][NH:9][C:7](=O)[C:5]=2[CH:6]=1.P(Cl)(Cl)([Cl:14])=O.C(=O)(O)[O-].[Na+]. The catalyst is C1C=CC=CC=1. The product is [Cl:14][C:7]1[C:5]2[C:4](=[CH:3][CH:2]=[CH:1][CH:6]=2)[N:11]=[CH:10][N:9]=1. The yield is 0.930. (3) The reactants are C(OP(OC(C)C)OC(C)C)(C)C.Br[CH2:15][C:16]1[C:17]([Cl:23])=[N:18][C:19]([Cl:22])=[N:20][CH:21]=1.[C:24]1(=O)[CH2:29][CH2:28][CH2:27][CH2:26][CH2:25]1.[H-].[Na+]. The catalyst is [NH4+].[Cl-].CC(=O)OCC.C1COCC1. The product is [Cl:22][C:19]1[N:18]=[C:17]([Cl:23])[C:16]([CH:15]=[C:24]2[CH2:29][CH2:28][CH2:27][CH2:26][CH2:25]2)=[CH:21][N:20]=1. The yield is 0.360. (4) The product is [O:14]=[C:15]1[N:20]2[CH2:21][CH:22]3[CH2:27][CH:26]([C:19]2=[CH:18][CH:17]=[CH:16]1)[CH2:25][N:24]([C:6]1[C:7]2[C:12](=[CH:11][CH:10]=[CH:9][CH:8]=2)[C:3]([C:1]#[N:2])=[CH:4][CH:5]=1)[CH2:23]3. The yield is 0.0800. No catalyst specified. The reactants are [C:1]([C:3]1[C:12]2[C:7](=[CH:8][CH:9]=[CH:10][CH:11]=2)[C:6](F)=[CH:5][CH:4]=1)#[N:2].[O:14]=[C:15]1[N:20]2[CH2:21][CH:22]3[CH2:27][CH:26]([C:19]2=[CH:18][CH:17]=[CH:16]1)[CH2:25][NH:24][CH2:23]3. (5) The product is [CH3:39][O:40][C:41]([CH:43]1[CH2:48][CH2:47][CH:46]([NH:49][C:36](=[O:38])[CH2:35][CH2:34][C:26]2[CH:27]=[C:28]([O:32][CH3:33])[C:29]([O:30][CH3:31])=[C:24]([O:23][CH3:22])[CH:25]=2)[CH2:45][CH2:44]1)=[O:42]. The reactants are N#N.CCN=C=NCCCN(C)C.Cl.CCN(CC)CC.[CH3:22][O:23][C:24]1[CH:25]=[C:26]([CH2:34][CH2:35][C:36]([OH:38])=O)[CH:27]=[C:28]([O:32][CH3:33])[C:29]=1[O:30][CH3:31].[CH3:39][O:40][C:41]([C@H:43]1[CH2:48][CH2:47][C@@H:46]([NH2:49])[CH2:45][CH2:44]1)=[O:42]. The catalyst is C(Cl)Cl.CN(C1C=CN=CC=1)C. The yield is 0.760. (6) The reactants are [Br:1][C:2]1[S:3][C:4]([C:16]([O:18]CC)=[O:17])=[C:5]([C:7]2[CH:12]=[C:11]([Cl:13])[CH:10]=[CH:9][C:8]=2[O:14][CH3:15])[N:6]=1.[OH-].[K+].Cl.C(Cl)Cl. The catalyst is C1COCC1.O. The product is [Br:1][C:2]1[S:3][C:4]([C:16]([OH:18])=[O:17])=[C:5]([C:7]2[CH:12]=[C:11]([Cl:13])[CH:10]=[CH:9][C:8]=2[O:14][CH3:15])[N:6]=1. The yield is 0.950. (7) The catalyst is CN(C1C=CN=CC=1)C.C(Cl)Cl. The reactants are [F:1][C:2]1[CH:7]=[CH:6][CH:5]=[CH:4][C:3]=1[CH2:8][C:9]([OH:11])=[O:10].[C:12]1([C@@H:18](O)[CH3:19])[CH:17]=[CH:16][CH:15]=[CH:14][CH:13]=1.CCN=C=NCCCN(C)C. The product is [F:1][C:2]1[CH:7]=[CH:6][CH:5]=[CH:4][C:3]=1[CH2:8][C:9]([O:11][C@H:18]([C:12]1[CH:17]=[CH:16][CH:15]=[CH:14][CH:13]=1)[CH3:19])=[O:10]. The yield is 0.920. (8) The catalyst is CCO. The reactants are [CH3:1][O:2][CH2:3][CH2:4][S:5][C:6]1[CH:7]=[C:8]([O:28][C:29]2[C:30]([CH3:35])=[N:31][CH:32]=[CH:33][CH:34]=2)[C:9]([NH:12][C:13]2[S:17][N:16]=[C:15]([C@H:18]3[CH2:22][O:21]C4(CCCCC4)[O:19]3)[N:14]=2)=[N:10][CH:11]=1.[ClH:36]. The product is [ClH:36].[CH3:1][O:2][CH2:3][CH2:4][S:5][C:6]1[CH:7]=[C:8]([O:28][C:29]2[C:30]([CH3:35])=[N:31][CH:32]=[CH:33][CH:34]=2)[C:9]([NH:12][C:13]2[S:17][N:16]=[C:15]([C@H:18]([OH:19])[CH2:22][OH:21])[N:14]=2)=[N:10][CH:11]=1. The yield is 0.650. (9) The reactants are [CH3:1][C:2](=[CH2:14])[CH2:3][O:4][C:5]1[C:10]([CH3:11])=[CH:9][C:8]([Br:12])=[CH:7][C:6]=1Br.CC([O-])=O.[K+].C(O[Na])=O.CN(C=O)C. The catalyst is [N+](CC)(CC)(CC)CC.[Cl-].O.C1C=CC(P(C2C=CC=CC=2)[C-]2C=CC=C2)=CC=1.C1C=CC(P(C2C=CC=CC=2)[C-]2C=CC=C2)=CC=1.Cl[Pd]Cl.[Fe+2]. The product is [Br:12][C:8]1[CH:9]=[C:10]([CH3:11])[C:5]2[O:4][CH2:3][C:2]([CH3:14])([CH3:1])[C:6]=2[CH:7]=1. The yield is 0.700. (10) The reactants are C([O:3][C:4]([C:6]1[NH:7][C:8]([CH:12]=[O:13])=[C:9]([CH3:11])[CH:10]=1)=[O:5])C.[OH-].[K+]. The catalyst is O.C(O)C. The product is [CH:12]([C:8]1[NH:7][C:6]([C:4]([OH:5])=[O:3])=[CH:10][C:9]=1[CH3:11])=[O:13]. The yield is 0.680.